From a dataset of NCI-60 drug combinations with 297,098 pairs across 59 cell lines. Regression. Given two drug SMILES strings and cell line genomic features, predict the synergy score measuring deviation from expected non-interaction effect. (1) Drug 1: C1=CN(C=N1)CC(O)(P(=O)(O)O)P(=O)(O)O. Drug 2: C1C(C(OC1N2C=NC(=NC2=O)N)CO)O. Cell line: UACC62. Synergy scores: CSS=4.38, Synergy_ZIP=-0.572, Synergy_Bliss=3.37, Synergy_Loewe=1.21, Synergy_HSA=2.37. (2) Synergy scores: CSS=-1.81, Synergy_ZIP=0.708, Synergy_Bliss=-1.88, Synergy_Loewe=-5.16, Synergy_HSA=-5.00. Drug 1: C1=C(C(=O)NC(=O)N1)N(CCCl)CCCl. Cell line: MDA-MB-435. Drug 2: C1=CN(C=N1)CC(O)(P(=O)(O)O)P(=O)(O)O. (3) Drug 1: CC1=C(N=C(N=C1N)C(CC(=O)N)NCC(C(=O)N)N)C(=O)NC(C(C2=CN=CN2)OC3C(C(C(C(O3)CO)O)O)OC4C(C(C(C(O4)CO)O)OC(=O)N)O)C(=O)NC(C)C(C(C)C(=O)NC(C(C)O)C(=O)NCCC5=NC(=CS5)C6=NC(=CS6)C(=O)NCCC[S+](C)C)O. Drug 2: CC(C)(C#N)C1=CC(=CC(=C1)CN2C=NC=N2)C(C)(C)C#N. Cell line: KM12. Synergy scores: CSS=27.3, Synergy_ZIP=-3.58, Synergy_Bliss=0.136, Synergy_Loewe=1.02, Synergy_HSA=2.83. (4) Cell line: NCI-H522. Drug 2: CC12CCC3C(C1CCC2OP(=O)(O)O)CCC4=C3C=CC(=C4)OC(=O)N(CCCl)CCCl.[Na+]. Synergy scores: CSS=5.30, Synergy_ZIP=-7.78, Synergy_Bliss=-4.60, Synergy_Loewe=-5.28, Synergy_HSA=-3.66. Drug 1: CC1=C(C(=CC=C1)Cl)NC(=O)C2=CN=C(S2)NC3=CC(=NC(=N3)C)N4CCN(CC4)CCO. (5) Drug 1: C1=NC2=C(N=C(N=C2N1C3C(C(C(O3)CO)O)F)Cl)N. Drug 2: CN(CCCl)CCCl.Cl. Cell line: NCI-H226. Synergy scores: CSS=0.364, Synergy_ZIP=0.675, Synergy_Bliss=0.317, Synergy_Loewe=-2.29, Synergy_HSA=-2.27. (6) Drug 1: CC1C(C(CC(O1)OC2CC(OC(C2O)C)OC3=CC4=CC5=C(C(=O)C(C(C5)C(C(=O)C(C(C)O)O)OC)OC6CC(C(C(O6)C)O)OC7CC(C(C(O7)C)O)OC8CC(C(C(O8)C)O)(C)O)C(=C4C(=C3C)O)O)O)O. Drug 2: C#CCC(CC1=CN=C2C(=N1)C(=NC(=N2)N)N)C3=CC=C(C=C3)C(=O)NC(CCC(=O)O)C(=O)O. Cell line: CAKI-1. Synergy scores: CSS=24.8, Synergy_ZIP=0.348, Synergy_Bliss=-2.27, Synergy_Loewe=-4.16, Synergy_HSA=-5.37. (7) Drug 1: CC1=CC2C(CCC3(C2CCC3(C(=O)C)OC(=O)C)C)C4(C1=CC(=O)CC4)C. Drug 2: CC1=C(C=C(C=C1)NC(=O)C2=CC=C(C=C2)CN3CCN(CC3)C)NC4=NC=CC(=N4)C5=CN=CC=C5. Cell line: SW-620. Synergy scores: CSS=3.79, Synergy_ZIP=4.62, Synergy_Bliss=11.6, Synergy_Loewe=3.31, Synergy_HSA=3.71. (8) Drug 1: CC1=C(C(CCC1)(C)C)C=CC(=CC=CC(=CC(=O)O)C)C. Drug 2: C(CN)CNCCSP(=O)(O)O. Cell line: RPMI-8226. Synergy scores: CSS=48.0, Synergy_ZIP=-1.72, Synergy_Bliss=-5.33, Synergy_Loewe=-54.0, Synergy_HSA=-5.59. (9) Drug 1: CNC(=O)C1=CC=CC=C1SC2=CC3=C(C=C2)C(=NN3)C=CC4=CC=CC=N4. Drug 2: C1=CC(=CC=C1CC(C(=O)O)N)N(CCCl)CCCl.Cl. Cell line: HCC-2998. Synergy scores: CSS=9.59, Synergy_ZIP=-2.11, Synergy_Bliss=0.473, Synergy_Loewe=-3.33, Synergy_HSA=-2.12.